Dataset: Drug-target binding data from BindingDB using IC50 measurements. Task: Regression. Given a target protein amino acid sequence and a drug SMILES string, predict the binding affinity score between them. We predict pIC50 (pIC50 = -log10(IC50 in M); higher means more potent). Dataset: bindingdb_ic50. The drug is C=CCNC(=O)[C@H](Cn1cnc2c(Cl)nc(N)nc21)NC(=O)N[C@H](C)c1ccccc1. The target protein (P47204) has sequence MFELVDNIAQTAVIKVIGVGGGGGNAVNHMAKNNVEGVEFICANTDAQALKNIAARTVLQLGPGVTKGLGAGANPEVGRQAALEDRERISEVLEGADMVFITTGMGGGTGTGAAPIIAEVAKEMGILTVAVVTRPFPFEGRKRMQIADEGIRALAESVDSLITIPNEKLLTILGKDASLLAAFAKADDVLAGAVRGISDIIKRPGMINVDFADVKTVMSEMGMAMMGTGCASGPNRAREATEAAIRNPLLEDVNLQGARGILVNITAGPDLSLGEYSDVGNIIEQFASEHATVKVGTVIDADMRDELHVTVVATGLGARLEKPVKVVDNTVQGSAAQAAAPAQREQQSVNYRDLDRPTVMRNQSHGSAATAAKLNPQDDLDYLDIPAFLRRQAD. The pIC50 is 2.7.